Predict the reaction yield, written as a fraction of the theoretical maximum amount of product (1.0 means a 100% yield; for example, 0.34 means a 34% yield). From a dataset of Reaction yield outcomes from USPTO patents with 853,638 reactions. (1) The reactants are [Cl:1][C:2]1[N:3]=[N:4][C:5]([Cl:9])=[CH:6][C:7]=1[CH3:8].[NH4+:10].[OH-]. The catalyst is O. The product is [Cl:9][C:5]1[N:4]=[N:3][C:2]([NH2:10])=[C:7]([CH3:8])[CH:6]=1.[Cl:1][C:2]1[N:3]=[N:4][C:5]([NH2:10])=[CH:6][C:7]=1[CH3:8]. The yield is 0.100. (2) The reactants are Cl[C:2]1[N:7]=[C:6]([NH:8][C@H:9]([CH3:12])[CH2:10][OH:11])[C:5]([C:13]2[S:14][CH:15]=[CH:16][CH:17]=2)=[CH:4][N:3]=1.[NH2:18][C:19]1[CH:24]=[CH:23][C:22]([S:25]([CH3:36])(=[N:27][C:28]([N:30]2[CH2:35][CH2:34][O:33][CH2:32][CH2:31]2)=[O:29])=[O:26])=[CH:21][CH:20]=1. No catalyst specified. The product is [N:30]1([C:28]([N:27]=[S:25]([C:22]2[CH:23]=[CH:24][C:19]([NH:18][C:2]3[N:7]=[C:6]([NH:8][C@H:9]([CH3:12])[CH2:10][OH:11])[C:5]([C:13]4[S:14][CH:15]=[CH:16][CH:17]=4)=[CH:4][N:3]=3)=[CH:20][CH:21]=2)([CH3:36])=[O:26])=[O:29])[CH2:35][CH2:34][O:33][CH2:32][CH2:31]1. The yield is 0.0700. (3) The reactants are [Cl:1][C:2]1[CH:10]=[CH:9][C:5]([C:6]([NH2:8])=O)=[C:4]([O:11][CH2:12][C:13]([F:16])([F:15])[F:14])[N:3]=1.N1C=CC=CC=1.O=P(Cl)(Cl)Cl.[OH-].[Na+]. The catalyst is C(#N)C.CCOC(C)=O. The product is [Cl:1][C:2]1[CH:10]=[CH:9][C:5]([C:6]#[N:8])=[C:4]([O:11][CH2:12][C:13]([F:14])([F:16])[F:15])[N:3]=1. The yield is 0.920.